Dataset: Forward reaction prediction with 1.9M reactions from USPTO patents (1976-2016). Task: Predict the product of the given reaction. (1) Given the reactants [CH2:1]([O:3][C:4]([C@H:6]1[CH2:11][CH2:10][C@H:9]([NH:12][NH:13]C(OC(C)(C)C)=O)[CH2:8][CH2:7]1)=[O:5])[CH3:2].O1CCOCC1.[ClH:27], predict the reaction product. The product is: [ClH:27].[CH2:1]([O:3][C:4]([C@H:6]1[CH2:11][CH2:10][C@H:9]([NH:12][NH2:13])[CH2:8][CH2:7]1)=[O:5])[CH3:2]. (2) Given the reactants [CH3:1][C@@H:2]1[CH2:6][O:5][C:4](=[O:7])[N:3]1[C:8]1[CH:16]=[CH:15][C:11]([C:12]([OH:14])=O)=[CH:10][CH:9]=1.[ClH:17].[CH:18]1([C:21]2[C:22]([N:30]3[CH2:35][CH2:34][NH:33][CH2:32][CH2:31]3)=[N:23][CH:24]=[C:25]([CH:27]3[CH2:29][CH2:28]3)[CH:26]=2)[CH2:20][CH2:19]1, predict the reaction product. The product is: [ClH:17].[CH:18]1([C:21]2[C:22]([N:30]3[CH2:31][CH2:32][N:33]([C:12]([C:11]4[CH:10]=[CH:9][C:8]([N:3]5[C@H:2]([CH3:1])[CH2:6][O:5][C:4]5=[O:7])=[CH:16][CH:15]=4)=[O:14])[CH2:34][CH2:35]3)=[N:23][CH:24]=[C:25]([CH:27]3[CH2:29][CH2:28]3)[CH:26]=2)[CH2:19][CH2:20]1. (3) Given the reactants [C:1](=[O:17])(OC1C=CC([N+]([O-])=O)=CC=1)[O:2][C:3]1([CH3:6])[CH2:5][CH2:4]1.[CH3:18][S:19]([N:22]1[CH2:27][CH:26]=[C:25]([C:28]2[CH:29]=[C:30]3[CH2:44][C:35]4([CH2:43][C:37]5([CH2:42][CH2:41][NH:40][CH2:39][CH2:38]5)[CH2:36]4)[O:34][C:31]3=[CH:32][N:33]=2)[CH2:24][CH2:23]1)(=[O:21])=[O:20].C(N(CC)CC)C.O1CCCC1, predict the reaction product. The product is: [CH3:18][S:19]([N:22]1[CH2:23][CH:24]=[C:25]([C:28]2[CH:29]=[C:30]3[CH2:44][C:35]4([CH2:36][C:37]5([CH2:38][CH2:39][N:40]([C:1]([O:2][C:3]6([CH3:6])[CH2:4][CH2:5]6)=[O:17])[CH2:41][CH2:42]5)[CH2:43]4)[O:34][C:31]3=[CH:32][N:33]=2)[CH2:26][CH2:27]1)(=[O:21])=[O:20]. (4) Given the reactants N(C(N1CCCCC1)=O)=NC(N1CCCCC1)=O.[CH2:19]([N:26]([CH3:34])[CH2:27][CH2:28][C@H:29]([OH:33])[CH2:30][CH2:31][CH3:32])[C:20]1[CH:25]=[CH:24][CH:23]=[CH:22][CH:21]=1.[Cl:35][C:36]1[CH:37]=[C:38](O)[CH:39]=[CH:40][CH:41]=1.C(P(CCCC)CCCC)CCC, predict the reaction product. The product is: [CH2:19]([N:26]([CH2:27][CH2:28][C@@H:29]([O:33][C:40]1[CH:39]=[CH:38][CH:37]=[C:36]([Cl:35])[CH:41]=1)[CH2:30][CH2:31][CH3:32])[CH3:34])[C:20]1[CH:25]=[CH:24][CH:23]=[CH:22][CH:21]=1.